From a dataset of Forward reaction prediction with 1.9M reactions from USPTO patents (1976-2016). Predict the product of the given reaction. (1) Given the reactants [N:1]1([CH2:6][CH2:7][O:8][C:9]2[CH:14]=[CH:13][C:12]([NH:15][C:16]3[N:36]=[C:19]4[CH:20]=[CH:21][CH:22]=[C:23]([C:24]5[CH:25]=[N:26][N:27]([CH2:29][CH2:30]OS(C)(=O)=O)[CH:28]=5)[N:18]4[N:17]=3)=[CH:11][CH:10]=2)[CH2:5][CH2:4][CH2:3][CH2:2]1.C(=O)([O-])[O-].[K+].[K+].[NH2:43][C:44]1[N:48]=[C:47]([SH:49])[NH:46][N:45]=1, predict the reaction product. The product is: [NH2:43][C:44]1[NH:48][C:47]([S:49][CH2:30][CH2:29][N:27]2[CH:28]=[C:24]([C:23]3[N:18]4[N:17]=[C:16]([NH:15][C:12]5[CH:11]=[CH:10][C:9]([O:8][CH2:7][CH2:6][N:1]6[CH2:5][CH2:4][CH2:3][CH2:2]6)=[CH:14][CH:13]=5)[N:36]=[C:19]4[CH:20]=[CH:21][CH:22]=3)[CH:25]=[N:26]2)=[N:46][N:45]=1. (2) Given the reactants [CH2:1]([N+:3]1[C:11]2[C:6](=[CH:7][C:8]([P:12]([OH:15])([OH:14])=[O:13])=[CH:9][CH:10]=2)[C:5]([CH3:17])([CH3:16])[C:4]=1[CH3:18])[CH3:2].[CH:19]1[CH:24]=CC(N/C=C/C=NC2C=CC=CC=2)=C[CH:20]=1.[ClH:36].C(OC(=O)C)(=O)C.[I-].[C:45]([CH2:48][CH2:49][CH2:50][CH2:51][CH2:52][N+:53]1[C:62]2[C:57](=[CH:58][CH:59]=[CH:60][CH:61]=2)[C:56]([CH3:63])=[CH:55][CH:54]=1)([OH:47])=[O:46].[OH-].[Na+].C(=O)(O)[O-].[Na+], predict the reaction product. The product is: [Cl-:36].[C:45]([CH2:48][CH2:49][CH2:50][CH2:51][CH2:52][N+:53]1[C:62]2[C:57](=[CH:58][CH:59]=[CH:60][CH:61]=2)[C:56]([CH:63]=[CH:24][CH:19]=[CH:20][CH:18]=[C:4]2[C:5]([CH3:17])([CH3:16])[C:6]3[C:11](=[CH:10][CH:9]=[C:8]([P:12]([OH:14])([OH:15])=[O:13])[CH:7]=3)[N:3]2[CH2:1][CH3:2])=[CH:55][CH:54]=1)([OH:47])=[O:46]. (3) Given the reactants [OH:1][CH2:2][C:3]([CH2:14][OH:15])([C:9]([O:11][CH2:12][CH3:13])=[O:10])[C:4]([O:6][CH2:7][CH3:8])=[O:5].[CH3:16][O:17][C:18]1[CH:39]=[CH:38][C:21]([C:22](Cl)([C:31]2[CH:36]=[CH:35][CH:34]=[CH:33][CH:32]=2)[C:23]2[CH:28]=[CH:27][C:26]([O:29][CH3:30])=[CH:25][CH:24]=2)=[CH:20][CH:19]=1.O1CCOCC1, predict the reaction product. The product is: [CH3:30][O:29][C:26]1[CH:25]=[CH:24][C:23]([C:22]([O:15][CH2:14][C:3]([CH2:2][OH:1])([C:4]([O:6][CH2:7][CH3:8])=[O:5])[C:9]([O:11][CH2:12][CH3:13])=[O:10])([C:31]2[CH:32]=[CH:33][CH:34]=[CH:35][CH:36]=2)[C:21]2[CH:38]=[CH:39][C:18]([O:17][CH3:16])=[CH:19][CH:20]=2)=[CH:28][CH:27]=1. (4) Given the reactants [O:1]1[CH:5]=[CH:4][CH:3]=[C:2]1[C:6]1[N:14]=[C:13]2[N:8]([C:9](=[O:28])[NH:10][CH:11]=[C:12]2[CH2:15][N:16]2[CH2:21][CH2:20][N:19]([C:22]3[CH:27]=[CH:26][CH:25]=[CH:24][CH:23]=3)[CH2:18][CH2:17]2)[N:7]=1.CO.[C:31]1(P(C2C=CC=CC=2)C2C=CC=CC=2)C=CC=CC=1.N(C(OCC)=O)=NC(OCC)=O, predict the reaction product. The product is: [O:1]1[CH:5]=[CH:4][CH:3]=[C:2]1[C:6]1[N:14]=[C:13]2[N:8]([C:9](=[O:28])[N:10]([CH3:31])[CH:11]=[C:12]2[CH2:15][N:16]2[CH2:17][CH2:18][N:19]([C:22]3[CH:27]=[CH:26][CH:25]=[CH:24][CH:23]=3)[CH2:20][CH2:21]2)[N:7]=1.